Dataset: Forward reaction prediction with 1.9M reactions from USPTO patents (1976-2016). Task: Predict the product of the given reaction. (1) Given the reactants [C:1]1([C:7]2O[C:9]([C:16]3[CH:21]=[CH:20][CH:19]=[CH:18][CH:17]=3)=[C:10]3[C:15]=2[CH:14]=[CH:13][CH:12]=[CH:11]3)[CH:6]=[CH:5][CH:4]=[CH:3][CH:2]=1.[Br:22][C:23]1[C:33]2[C:34]3[C:26]([CH:27]=[CH:28][C:29]=3[CH:30]=[CH:31][CH:32]=2)=[CH:25][CH:24]=1, predict the reaction product. The product is: [Br:22][C:23]1[CH:24]=[CH:25][C:26]2=[C:34]3[C:33]=1[CH:32]=[CH:31][CH:30]=[C:29]3[C:28]1[C:7]([C:1]3[CH:6]=[CH:5][CH:4]=[CH:3][CH:2]=3)=[C:15]3[CH:14]=[CH:13][CH:12]=[CH:11][C:10]3=[C:9]([C:16]3[CH:21]=[CH:20][CH:19]=[CH:18][CH:17]=3)[C:27]=12. (2) Given the reactants [Br:1][C:2]1[CH:11]=[C:10]2[C:5]([CH:6]=[CH:7][C:8]([C:12](=O)[CH3:13])=[N:9]2)=[CH:4][CH:3]=1.CC(C)C[S@:18]([NH2:20])=[O:19].[C:22](OCC)(=O)C.[CH2:28]1[CH2:32]OC[CH2:29]1, predict the reaction product. The product is: [Br:1][C:2]1[CH:11]=[C:10]2[C:5]([CH:6]=[CH:7][C:8](/[C:12](=[N:20]/[S@@:18]([C:28]([CH3:29])([CH3:32])[CH3:22])=[O:19])/[CH3:13])=[N:9]2)=[CH:4][CH:3]=1.